Predict the product of the given reaction. From a dataset of Forward reaction prediction with 1.9M reactions from USPTO patents (1976-2016). The product is: [F:1][C:2]1[C:3]2[CH:13]=[CH:12][C:11]([C:14]([F:17])([F:16])[F:15])=[CH:10][C:4]=2[S:5][C:6]=1[C:7]([Cl:22])=[O:8]. Given the reactants [F:1][C:2]1[C:3]2[CH:13]=[CH:12][C:11]([C:14]([F:17])([F:16])[F:15])=[CH:10][C:4]=2[S:5][C:6]=1[C:7](O)=[O:8].C(Cl)(C([Cl:22])=O)=O, predict the reaction product.